This data is from Forward reaction prediction with 1.9M reactions from USPTO patents (1976-2016). The task is: Predict the product of the given reaction. (1) Given the reactants C(O)C[CH2:3][CH2:4][OH:5].C([O-])(=O)CCCCCCCCCCC.C([O-])(=O)CCCCCCCCCCC.C([Sn+2]CCCC)CCC.C1C(CC2C=CC([N:57]=[C:58]=[O:59])=CC=2)=CC=C([N:60]=[C:61]=[O:62])C=1.CCCCO[C@H](CO)CC.C[N:74]1CCCC1=O, predict the reaction product. The product is: [NH2:57][C:58]([O:5][CH2:4][CH3:3])=[O:59].[NH2:74][C:61]([NH2:60])=[O:62]. (2) Given the reactants C([O:4][C:5]1[C:6]([CH2:40][CH3:41])=[C:7]([CH2:25][C:26]([N:28]([CH2:37][CH2:38][OH:39])[CH2:29][CH2:30][N:31]2[CH2:36][CH2:35][O:34][CH2:33][CH2:32]2)=[O:27])[C:8]([C:15](=[O:24])[C:16]2[CH:21]=[CH:20][C:19]([O:22][CH3:23])=[CH:18][CH:17]=2)=[C:9]([O:11]CC=C)[CH:10]=1)C=C.C([O-])=O.[NH4+], predict the reaction product. The product is: [CH2:40]([C:6]1[C:5]([OH:4])=[CH:10][C:9]([OH:11])=[C:8]([C:15](=[O:24])[C:16]2[CH:17]=[CH:18][C:19]([O:22][CH3:23])=[CH:20][CH:21]=2)[C:7]=1[CH2:25][C:26]([N:28]([CH2:37][CH2:38][OH:39])[CH2:29][CH2:30][N:31]1[CH2:32][CH2:33][O:34][CH2:35][CH2:36]1)=[O:27])[CH3:41]. (3) Given the reactants Cl[C:2]1[C:7]([C:8](OC)=[O:9])=[C:6]([C:12]([F:15])([F:14])[F:13])[N:5]=[C:4]([Cl:16])[CH:3]=1.O.[NH2:18][NH2:19], predict the reaction product. The product is: [Cl:16][C:4]1[N:5]=[C:6]([C:12]([F:15])([F:14])[F:13])[C:7]2[C:8](=[O:9])[NH:18][NH:19][C:2]=2[CH:3]=1. (4) Given the reactants Cl[C:2]1[C:3]([F:11])=[C:4]([CH:8]=[CH:9][N:10]=1)[C:5]([OH:7])=[O:6].[CH:12](B(OCCCC)OCCCC)=[CH2:13].C(=O)([O-])[O-].[K+].[K+], predict the reaction product. The product is: [F:11][C:3]1[C:2]([CH:12]=[CH2:13])=[N:10][CH:9]=[CH:8][C:4]=1[C:5]([OH:7])=[O:6]. (5) Given the reactants [F:1][C:2]1[CH:23]=[CH:22][C:5]([CH2:6][C:7]2([CH:20]=O)[CH2:12][CH2:11][N:10]([C:13]([O:15][C:16]([CH3:19])([CH3:18])[CH3:17])=[O:14])[CH2:9][CH2:8]2)=[CH:4][CH:3]=1.[C:24]1([C@@H:30]2[CH2:32][C@H:31]2[NH2:33])[CH:29]=[CH:28][CH:27]=[CH:26][CH:25]=1.C(O)(=O)C.C(O[BH-](OC(=O)C)OC(=O)C)(=O)C.[Na+], predict the reaction product. The product is: [F:1][C:2]1[CH:23]=[CH:22][C:5]([CH2:6][C:7]2([CH2:20][NH:33][C@@H:31]3[CH2:32][C@H:30]3[C:24]3[CH:29]=[CH:28][CH:27]=[CH:26][CH:25]=3)[CH2:12][CH2:11][N:10]([C:13]([O:15][C:16]([CH3:19])([CH3:18])[CH3:17])=[O:14])[CH2:9][CH2:8]2)=[CH:4][CH:3]=1. (6) Given the reactants Cl[C:2]1[CH:3]=[C:4]2[C:9](=[CH:10][N:11]=1)[N:8]=[CH:7][C:6]([F:12])=[C:5]2[N:13]1[CH2:18][CH2:17][CH2:16][C@H:15]([NH:19][C:20](=[O:26])[O:21][C:22]([CH3:25])([CH3:24])[CH3:23])[CH2:14]1.C([O-])(=O)C.[K+].[B:32]1([B:32]2[O:36][C:35]([CH3:38])([CH3:37])[C:34]([CH3:40])([CH3:39])[O:33]2)[O:36][C:35]([CH3:38])([CH3:37])[C:34]([CH3:40])([CH3:39])[O:33]1.C1(P(C2CCCCC2)C2CCCCC2)CCCCC1, predict the reaction product. The product is: [F:12][C:6]1[CH:7]=[N:8][C:9]2[C:4]([C:5]=1[N:13]1[CH2:18][CH2:17][CH2:16][C@H:15]([NH:19][C:20](=[O:26])[O:21][C:22]([CH3:25])([CH3:24])[CH3:23])[CH2:14]1)=[CH:3][C:2]([B:32]1[O:36][C:35]([CH3:38])([CH3:37])[C:34]([CH3:40])([CH3:39])[O:33]1)=[N:11][CH:10]=2.